This data is from Full USPTO retrosynthesis dataset with 1.9M reactions from patents (1976-2016). The task is: Predict the reactants needed to synthesize the given product. (1) Given the product [CH:1]1([CH2:7][O:8][C:9]2[CH:14]=[C:13]([O:15][CH2:16][CH2:17][O:18][CH3:19])[CH:12]=[CH:11][C:10]=2/[CH:20]=[CH:21]/[C:22]([OH:24])=[O:23])[CH2:2][CH2:3][CH2:4][CH2:5][CH2:6]1, predict the reactants needed to synthesize it. The reactants are: [CH:1]1([CH2:7][O:8][C:9]2[CH:14]=[C:13]([O:15][CH2:16][CH2:17][O:18][CH3:19])[CH:12]=[CH:11][C:10]=2/[CH:20]=[CH:21]/[C:22]([O:24]CC)=[O:23])[CH2:6][CH2:5][CH2:4][CH2:3][CH2:2]1.[OH-].[Na+]. (2) The reactants are: [CH3:1][N:2]1[CH2:7][CH2:6][O:5][CH:4]([CH2:8][OH:9])[CH2:3]1.CCN(C(C)C)C(C)C.[Cl:19][C:20](OC1C=CC([N+]([O-])=O)=CC=1)=[O:21].[F:32][C:33]1[CH:45]=[CH:44][C:36]([CH2:37][N:38]2[CH2:43][CH2:42][NH:41][CH2:40][CH2:39]2)=[CH:35][CH:34]=1.[ClH:46].CCOCC. Given the product [ClH:19].[ClH:46].[F:32][C:33]1[CH:45]=[CH:44][C:36]([CH2:37][N:38]2[CH2:43][CH2:42][N:41]([C:20]([O:9][CH2:8][CH:4]3[O:5][CH2:6][CH2:7][N:2]([CH3:1])[CH2:3]3)=[O:21])[CH2:40][CH2:39]2)=[CH:35][CH:34]=1, predict the reactants needed to synthesize it.